This data is from Catalyst prediction with 721,799 reactions and 888 catalyst types from USPTO. The task is: Predict which catalyst facilitates the given reaction. (1) Reactant: [OH-].[K+].[Cl:3][C:4]1[C:5]([N:10]2[C:14]([C:15]([O:17]CC)=[O:16])=[CH:13][C:12]([C:20]([F:23])([F:22])[F:21])=[N:11]2)=[N:6][CH:7]=[CH:8][CH:9]=1. Product: [Cl:3][C:4]1[C:5]([N:10]2[C:14]([C:15]([OH:17])=[O:16])=[CH:13][C:12]([C:20]([F:23])([F:21])[F:22])=[N:11]2)=[N:6][CH:7]=[CH:8][CH:9]=1. The catalyst class is: 97. (2) Product: [C:1]1([CH3:22])[CH:6]=[CH:5][CH:4]=[C:3]([NH:7][C:8]([C:10]2[CH:11]=[C:12]3[C:17](=[CH:18][CH:19]=2)[C:16]([Cl:20])=[N:15][NH:14][C:13]3=[O:25])=[O:9])[CH:2]=1. The catalyst class is: 6. Reactant: [C:1]1([CH3:22])[CH:6]=[CH:5][CH:4]=[C:3]([NH:7][C:8]([C:10]2[CH:11]=[C:12]3[C:17](=[CH:18][CH:19]=2)[C:16]([Cl:20])=[N:15][N:14]=[C:13]3Cl)=[O:9])[CH:2]=1.[OH-].[Na+].[O:25]1CCOCC1.Cl. (3) Reactant: [NH2:1][C@@H:2]([CH2:5][O:6][CH2:7][C:8]1[CH:13]=[CH:12][CH:11]=[CH:10][CH:9]=1)[CH2:3][OH:4].[C:14]([O:29][C@H:30]([CH2:35][CH2:36][CH2:37][CH2:38][CH2:39][CH2:40][CH2:41][CH2:42][CH2:43][CH2:44][CH3:45])[CH2:31][C:32](O)=[O:33])(=[O:28])[CH2:15][CH2:16][CH2:17][CH2:18][CH2:19][CH2:20][CH2:21][CH2:22][CH2:23][CH2:24][CH2:25][CH2:26][CH3:27].C(Cl)CCl.CI. Product: [CH2:7]([O:6][CH2:5][C@H:2]([NH:1][C:32](=[O:33])[CH2:31][C@H:30]([O:29][C:14](=[O:28])[CH2:15][CH2:16][CH2:17][CH2:18][CH2:19][CH2:20][CH2:21][CH2:22][CH2:23][CH2:24][CH2:25][CH2:26][CH3:27])[CH2:35][CH2:36][CH2:37][CH2:38][CH2:39][CH2:40][CH2:41][CH2:42][CH2:43][CH2:44][CH3:45])[CH2:3][OH:4])[C:8]1[CH:13]=[CH:12][CH:11]=[CH:10][CH:9]=1. The catalyst class is: 2. (4) Reactant: C([O:3][C:4](=O)[CH2:5][C:6]1[C:7]([CH3:32])=[N:8][C:9]([N:20]([CH2:30][CH3:31])[C:21]2[C:26]([CH3:27])=[CH:25][C:24]([CH3:28])=[CH:23][C:22]=2[CH3:29])=[N:10][C:11]=1OS(C(F)(F)F)(=O)=O)C.[CH2:34]([CH:36]([NH2:39])[CH2:37][CH3:38])[CH3:35].C(=O)([O-])[O-].[K+].[K+]. Product: [CH2:34]([CH:36]([N:39]1[C:11]2[N:10]=[C:9]([N:20]([CH2:30][CH3:31])[C:21]3[C:26]([CH3:27])=[CH:25][C:24]([CH3:28])=[CH:23][C:22]=3[CH3:29])[N:8]=[C:7]([CH3:32])[C:6]=2[CH2:5][C:4]1=[O:3])[CH2:37][CH3:38])[CH3:35]. The catalyst class is: 10. (5) Product: [Cl:1][C:2]1[CH:3]=[C:4]([N:9]2[CH:13]=[CH:12][C:11]([O:14][CH2:15][CH:16]([OH:17])[CH2:18][N:19]3[CH2:24][CH2:23][O:22][CH2:21][CH2:20]3)=[N:10]2)[CH:5]=[CH:6][C:7]=1[Cl:8]. The catalyst class is: 9. Reactant: [Cl:1][C:2]1[CH:3]=[C:4]([N:9]2[CH:13]=[CH:12][C:11]([O:14][CH2:15][CH:16]3[CH2:18][O:17]3)=[N:10]2)[CH:5]=[CH:6][C:7]=1[Cl:8].[NH:19]1[CH2:24][CH2:23][O:22][CH2:21][CH2:20]1.C(=O)([O-])[O-].[K+].[K+].[I-].[Na+]. (6) Reactant: [H-].[H-].[H-].[H-].[Li+].[Al+3].C[O:8][C:9](=O)[CH:10]([NH2:19])[C:11]1[CH:16]=[CH:15][C:14]([F:17])=[C:13]([F:18])[CH:12]=1. Product: [NH2:19][CH:10]([C:11]1[CH:16]=[CH:15][C:14]([F:17])=[C:13]([F:18])[CH:12]=1)[CH2:9][OH:8]. The catalyst class is: 1.